Dataset: Catalyst prediction with 721,799 reactions and 888 catalyst types from USPTO. Task: Predict which catalyst facilitates the given reaction. (1) Reactant: [H-].[Al+3].[Li+].[H-].[H-].[H-].C([O:9][C:10]([C:12]1[C:13]([O:26][CH2:27][C:28]2[CH:33]=[CH:32][CH:31]=[CH:30][CH:29]=2)=[N:14][N:15]([CH2:17][O:18][CH2:19][C:20]2[CH:25]=[CH:24][CH:23]=[CH:22][CH:21]=2)[CH:16]=1)=O)C.O. Product: [CH2:27]([O:26][C:13]1[C:12]([CH2:10][OH:9])=[CH:16][N:15]([CH2:17][O:18][CH2:19][C:20]2[CH:25]=[CH:24][CH:23]=[CH:22][CH:21]=2)[N:14]=1)[C:28]1[CH:29]=[CH:30][CH:31]=[CH:32][CH:33]=1. The catalyst class is: 7. (2) Reactant: OC(C(F)(F)F)=O.[CH:8]1([C:14]2[C:15]3[CH:16]=[CH:17][C:18]([C:45](OC(C)(C)C)=[O:46])=[CH:19][C:20]=3[N:21]3[CH2:27][C:26]([C:28]([N:30]4[CH:35]5[CH2:36][CH2:37][CH:31]4[CH2:32][N:33]([CH3:38])[CH2:34]5)=[O:29])=[CH:25][C:24]4[CH:39]=[C:40]([O:43][CH3:44])[CH:41]=[CH:42][C:23]=4[C:22]=23)[CH2:13][CH2:12][CH2:11][CH2:10][CH2:9]1.C1N=CN(C(N2C=NC=C2)=O)C=1.[CH3:64][N:65]1[CH:69]=[C:68]([S:70]([NH2:73])(=[O:72])=[O:71])[N:67]=[CH:66]1.C1CCN2C(=NCCC2)CC1. Product: [CH:8]1([C:14]2[C:15]3[CH:16]=[CH:17][C:18]([C:45]([NH:73][S:70]([C:68]4[N:67]=[CH:66][N:65]([CH3:64])[CH:69]=4)(=[O:72])=[O:71])=[O:46])=[CH:19][C:20]=3[N:21]3[CH2:27][C:26]([C:28]([N:30]4[CH:31]5[CH2:37][CH2:36][CH:35]4[CH2:34][N:33]([CH3:38])[CH2:32]5)=[O:29])=[CH:25][C:24]4[CH:39]=[C:40]([O:43][CH3:44])[CH:41]=[CH:42][C:23]=4[C:22]=23)[CH2:13][CH2:12][CH2:11][CH2:10][CH2:9]1. The catalyst class is: 1. (3) Reactant: [Cl:1][C:2]1[CH:48]=[CH:47][C:5]2[N:6]([CH2:38][C:39]3[CH:44]=[CH:43][C:42]([O:45][CH3:46])=[CH:41][CH:40]=3)[C:7](=[O:37])[CH:8]([CH2:28][CH2:29][C:30]3[CH:35]=[CH:34][CH:33]=[CH:32][C:31]=3[Cl:36])[N:9]=[C:10]([C:11]3[CH:12]=[C:13]4[N:19](C(OC(C)(C)C)=O)[C:18](=[O:27])[NH:17][C:14]4=[N:15][CH:16]=3)[C:4]=2[CH:3]=1. Product: [Cl:1][C:2]1[CH:48]=[CH:47][C:5]2[N:6]([CH2:38][C:39]3[CH:40]=[CH:41][C:42]([O:45][CH3:46])=[CH:43][CH:44]=3)[C:7](=[O:37])[CH:8]([CH2:28][CH2:29][C:30]3[CH:35]=[CH:34][CH:33]=[CH:32][C:31]=3[Cl:36])[N:9]=[C:10]([C:11]3[CH:12]=[C:13]4[NH:19][C:18](=[O:27])[NH:17][C:14]4=[N:15][CH:16]=3)[C:4]=2[CH:3]=1. The catalyst class is: 89. (4) Reactant: Cl[C:2]1[CH:7]=[C:6]([C:8]2[CH:13]=[CH:12][CH:11]=[CH:10][CH:9]=2)[N:5]=[C:4]([NH:14][C:15](=[O:32])[CH2:16][CH2:17][C:18]([C:20]2[CH:25]=[CH:24][C:23]([O:26][CH2:27][CH3:28])=[C:22]([O:29][CH2:30][CH3:31])[CH:21]=2)=[O:19])[CH:3]=1.C1(C2C=CC=CC=2)C=CC=CC=1P(C1CCCCC1)C1CCCCC1.C(=O)([O-])[O-].[K+].[K+].[O:64]1[C:68]2[CH:69]=[CH:70][C:71](B(O)O)=[CH:72][C:67]=2[O:66][CH2:65]1. Product: [O:64]1[C:68]2[CH:69]=[CH:70][C:71]([C:2]3[CH:7]=[C:6]([C:8]4[CH:13]=[CH:12][CH:11]=[CH:10][CH:9]=4)[N:5]=[C:4]([NH:14][C:15](=[O:32])[CH2:16][CH2:17][C:18]([C:20]4[CH:25]=[CH:24][C:23]([O:26][CH2:27][CH3:28])=[C:22]([O:29][CH2:30][CH3:31])[CH:21]=4)=[O:19])[CH:3]=3)=[CH:72][C:67]=2[O:66][CH2:65]1. The catalyst class is: 110. (5) Reactant: [C:1]1([Mg]Br)[CH:6]=[CH:5][CH:4]=[CH:3][CH:2]=1.Br[CH:10]1[CH2:16][CH2:15][CH2:14][CH2:13][CH2:12]C1.[NH4+].[Cl-]. Product: [C:1]1([C:12]2[CH:13]=[CH:14][CH:15]=[CH:16][CH:10]=2)[CH:6]=[CH:5][CH:4]=[CH:3][CH:2]=1. The catalyst class is: 1. (6) Reactant: [Cl:1][C:2]1[CH:19]=[CH:18][CH:17]=[C:16]([F:20])[C:3]=1[C:4]([NH:6][C:7]1[CH:15]=[C:14]2[C:10]([CH:11]=[N:12][NH:13]2)=[CH:9][CH:8]=1)=[O:5].[F:21][C:22]1[CH:27]=[CH:26][C:25]([S:28](Cl)(=[O:30])=[O:29])=[CH:24][CH:23]=1. Product: [Cl:1][C:2]1[CH:19]=[CH:18][CH:17]=[C:16]([F:20])[C:3]=1[C:4]([NH:6][C:7]1[CH:15]=[C:14]2[C:10]([CH:11]=[N:12][N:13]2[S:28]([C:25]2[CH:26]=[CH:27][C:22]([F:21])=[CH:23][CH:24]=2)(=[O:30])=[O:29])=[CH:9][CH:8]=1)=[O:5]. The catalyst class is: 202. (7) Reactant: [C:1]1([N:7]2[C:12](=O)C3SC=C(C4C=CC=CC=4)C=3N=C2)[CH:6]=[CH:5][CH:4]=[CH:3][CH:2]=1.[NH2:23][C:24]1[C:28]([C:29]2[CH:34]=[CH:33][CH:32]=[CH:31][C:30]=2[Cl:35])=[CH:27][S:26][C:25]=1[C:36]([O:38]C)=O.C(OCC)(OCC)OCC.[Cl:50]C1C=CC(N)=CC=1. Product: [Cl:35][C:30]1[CH:31]=[CH:32][CH:33]=[CH:34][C:29]=1[C:28]1[C:24]2[N:23]=[CH:12][N:7]([C:1]3[CH:6]=[CH:5][C:4]([Cl:50])=[CH:3][CH:2]=3)[C:36](=[O:38])[C:25]=2[S:26][CH:27]=1. The catalyst class is: 15. (8) Reactant: [Cl:1][C:2]1[CH:7]=[CH:6][N:5]=[C:4]2[N:8](S(C3C=CC(C)=CC=3)(=O)=O)[C:9]([C:11]3[CH2:16][CH2:15][N:14]([C:17]([O:19][C:20]([CH3:23])([CH3:22])[CH3:21])=[O:18])[CH2:13][CH:12]=3)=[CH:10][C:3]=12.[OH-].[Na+]. Product: [Cl:1][C:2]1[CH:7]=[CH:6][N:5]=[C:4]2[NH:8][C:9]([C:11]3[CH2:16][CH2:15][N:14]([C:17]([O:19][C:20]([CH3:23])([CH3:22])[CH3:21])=[O:18])[CH2:13][CH:12]=3)=[CH:10][C:3]=12. The catalyst class is: 12. (9) Reactant: [C:1]([C:4]1[C:5]([F:40])=[C:6]([CH:36]=[CH:37][C:38]=1[F:39])[O:7][CH:8]([C:21]1[O:22][CH:23]=[C:24]([C:26]2[CH:31]=[CH:30][C:29]([C:32]([F:35])([F:34])[F:33])=[CH:28][CH:27]=2)[N:25]=1)[CH2:9][NH:10][C:11](=[O:20])[O:12][CH2:13]C1C=CC=CC=1)(=[O:3])[NH2:2].C(N(CC)CC)C.ClC(OC)=O. Product: [C:1]([C:4]1[C:5]([F:40])=[C:6]([CH:36]=[CH:37][C:38]=1[F:39])[O:7][CH:8]([C:21]1[O:22][CH:23]=[C:24]([C:26]2[CH:27]=[CH:28][C:29]([C:32]([F:35])([F:34])[F:33])=[CH:30][CH:31]=2)[N:25]=1)[CH2:9][NH:10][C:11](=[O:20])[O:12][CH3:13])(=[O:3])[NH2:2]. The catalyst class is: 25. (10) Reactant: [CH3:1][C:2]1[CH:24]=[C:23]([C:25]([NH:27][CH2:28][C:29]2[CH:34]=[CH:33][CH:32]=[C:31]([OH:35])[CH:30]=2)=[O:26])[CH:22]=[C:21]([CH3:36])[C:3]=1[C:4]([NH:6][C@H:7]([C:17]([O:19][CH3:20])=[O:18])[CH2:8][NH:9]C(OC(C)(C)C)=O)=[O:5]. Product: [NH2:9][CH2:8][C@@H:7]([C:17]([O:19][CH3:20])=[O:18])[NH:6][C:4](=[O:5])[C:3]1[C:2]([CH3:1])=[CH:24][C:23]([C:25]([NH:27][CH2:28][C:29]2[CH:34]=[CH:33][CH:32]=[C:31]([OH:35])[CH:30]=2)=[O:26])=[CH:22][C:21]=1[CH3:36]. The catalyst class is: 330.